This data is from Catalyst prediction with 721,799 reactions and 888 catalyst types from USPTO. The task is: Predict which catalyst facilitates the given reaction. (1) Reactant: F[C:2]1[CH:7]=[CH:6][CH:5]=[CH:4][C:3]=1[N+:8]([O-:10])=[O:9].[CH3:11][C@H:12]([NH2:20])[C:13]([O:15][C:16]([CH3:19])([CH3:18])[CH3:17])=[O:14].Cl.CCN(C(C)C)C(C)C. Product: [C:16]([O:15][C:13](=[O:14])[C@@H:12]([NH:20][C:2]1[CH:7]=[CH:6][CH:5]=[CH:4][C:3]=1[N+:8]([O-:10])=[O:9])[CH3:11])([CH3:19])([CH3:18])[CH3:17]. The catalyst class is: 39. (2) Reactant: [F:1][C:2]1[C:10]([NH:11][S:12]([CH2:15][CH2:16][CH3:17])(=[O:14])=[O:13])=[CH:9][CH:8]=[C:7]([F:18])[C:3]=1C(O)=O.C([N:21]([CH2:24]C)CC)C.[CH:42]1[CH:43]=[CH:44][C:39]([O:38]P([O:38][C:39]2[CH:44]=[CH:43][CH:42]=[CH:41][CH:40]=2)(N=[N+]=[N-])=O)=[CH:40][CH:41]=1.C1([OH:51])C=CC=CC=1. Product: [F:1][C:2]1[C:10]([NH:11][S:12]([CH2:15][CH2:16][CH3:17])(=[O:13])=[O:14])=[CH:9][CH:8]=[C:7]([F:18])[C:3]=1[NH:21][C:24](=[O:51])[O:38][C:39]1[CH:40]=[CH:41][CH:42]=[CH:43][CH:44]=1. The catalyst class is: 12.